This data is from Forward reaction prediction with 1.9M reactions from USPTO patents (1976-2016). The task is: Predict the product of the given reaction. (1) Given the reactants [C:1]1(=[O:26])[N:5]([CH:6]([C:11]2[CH:16]=[CH:15][C:14]([O:17][CH3:18])=[C:13]([O:19][CH3:20])[CH:12]=2)[CH2:7][C:8]([NH2:10])=O)[C:4](=[O:21])[C:3]2=[CH:22][CH:23]=[CH:24][CH:25]=[C:2]12.CN1CCOCC1.S(Cl)(Cl)=O, predict the reaction product. The product is: [C:4]1(=[O:21])[N:5]([CH:6]([C:11]2[CH:16]=[CH:15][C:14]([O:17][CH3:18])=[C:13]([O:19][CH3:20])[CH:12]=2)[CH2:7][C:8]#[N:10])[C:1](=[O:26])[C:2]2=[CH:25][CH:24]=[CH:23][CH:22]=[C:3]12. (2) Given the reactants [NH:1]1[CH2:5][CH2:4][CH2:3][CH2:2]1.[CH2:6]1[O:16][C:9]2([CH2:14][CH2:13][C:12](=O)[CH2:11][CH2:10]2)[O:8][CH2:7]1.[C-:17]#[N:18].[K+].Cl, predict the reaction product. The product is: [N:1]1([C:12]2([C:17]#[N:18])[CH2:13][CH2:14][C:9]3([O:16][CH2:6][CH2:7][O:8]3)[CH2:10][CH2:11]2)[CH2:5][CH2:4][CH2:3][CH2:2]1. (3) Given the reactants C([O:3][C:4](=[O:40])[CH:5]([N:27]([CH2:29][CH2:30][CH2:31][CH2:32][N:33]([CH2:37][CH2:38][CH3:39])[CH2:34][CH2:35][CH3:36])[CH3:28])[C:6]1[CH:11]=[CH:10][C:9]([CH2:12][N:13]([CH2:21][C:22]2[NH:23][CH:24]=[CH:25][N:26]=2)[CH2:14][C:15]2[N:16]([CH3:20])[CH:17]=[CH:18][N:19]=2)=[CH:8][CH:7]=1)C, predict the reaction product. The product is: [CH2:37]([N:33]([CH2:34][CH2:35][CH3:36])[CH2:32][CH2:31][CH2:30][CH2:29][N:27]([CH:5]([C:6]1[CH:11]=[CH:10][C:9]([CH2:12][N:13]([CH2:21][C:22]2[NH:23][CH:24]=[CH:25][N:26]=2)[CH2:14][C:15]2[N:16]([CH3:20])[CH:17]=[CH:18][N:19]=2)=[CH:8][CH:7]=1)[C:4]([OH:40])=[O:3])[CH3:28])[CH2:38][CH3:39]. (4) Given the reactants Cl[C:2]1[C:11]2[C:6](=[CH:7][CH:8]=[C:9]([CH:12]([C:18]3[CH:23]=[CH:22][C:21]([Cl:24])=[CH:20][CH:19]=3)[C:13]3[S:14][CH:15]=[CH:16][N:17]=3)[CH:10]=2)[N:5]=[CH:4][N:3]=1.[F:25][C:26]([F:35])([F:34])[C:27]1[CH:33]=[CH:32][C:30]([NH2:31])=[CH:29][CH:28]=1, predict the reaction product. The product is: [Cl:24][C:21]1[CH:22]=[CH:23][C:18]([CH:12]([C:13]2[S:14][CH:15]=[CH:16][N:17]=2)[C:9]2[CH:10]=[C:11]3[C:6](=[CH:7][CH:8]=2)[N:5]=[CH:4][N:3]=[C:2]3[NH:31][C:30]2[CH:32]=[CH:33][C:27]([C:26]([F:25])([F:34])[F:35])=[CH:28][CH:29]=2)=[CH:19][CH:20]=1. (5) Given the reactants [NH:1]1[CH:5]=[CH:4][C:3](B(O)O)=[N:2]1.Cl[C:10]1[N:15]=[CH:14][C:13]([NH:16][C:17]([N:19]2[CH2:27][C:26]3[C:21](=[CH:22][CH:23]=[CH:24][CH:25]=3)[CH2:20]2)=[O:18])=[CH:12][CH:11]=1.Br[C:29]1[CH:30]=C2C(=C[CH:37]=1)CN(C(NC1C=CC(C(=O)NCCC)=CC=1)=O)C2, predict the reaction product. The product is: [CH2:37]([N:1]1[CH:5]=[C:4]([C:10]2[N:15]=[CH:14][C:13]([NH:16][C:17]([N:19]3[CH2:27][C:26]4[C:21](=[CH:22][CH:23]=[CH:24][CH:25]=4)[CH2:20]3)=[O:18])=[CH:12][CH:11]=2)[CH:3]=[N:2]1)[CH2:29][CH3:30]. (6) Given the reactants I[C:2]1[CH:10]=[CH:9][C:8]([C:11]([NH2:13])=[O:12])=[C:7]2[C:3]=1[CH:4]=[C:5]([C:14]1[CH:19]=[CH:18][C:17]([CH3:20])=[CH:16][CH:15]=1)[NH:6]2.[CH3:21][N:22]1[C:26]([NH2:27])=[CH:25][CH:24]=[N:23]1.CC(C1C=C(C(C)C)C(C2C=CC=CC=2P(C2CCCCC2)C2CCCCC2)=C(C(C)C)C=1)C.C([O-])([O-])=O.[K+].[K+], predict the reaction product. The product is: [CH3:21][N:22]1[C:26]([NH:27][C:2]2[CH:10]=[CH:9][C:8]([C:11]([NH2:13])=[O:12])=[C:7]3[C:3]=2[CH:4]=[C:5]([C:14]2[CH:19]=[CH:18][C:17]([CH3:20])=[CH:16][CH:15]=2)[NH:6]3)=[CH:25][CH:24]=[N:23]1. (7) Given the reactants [C:1]([O:5][C:6](=[O:27])[NH:7][C:8]1[CH:17]=[C:16]([O:18][CH2:19][C:20]2[CH:25]=[CH:24][CH:23]=[CH:22][CH:21]=2)[C:15]2[C:10](=[CH:11][CH:12]=[CH:13][C:14]=2[Br:26])[CH:9]=1)([CH3:4])([CH3:3])[CH3:2].CC1C=CC(S(O)(=O)=O)=CC=1.[I:39]NC(=O)CCC(N)=O, predict the reaction product. The product is: [C:1]([O:5][C:6](=[O:27])[NH:7][C:8]1[CH:17]=[C:16]([O:18][CH2:19][C:20]2[CH:21]=[CH:22][CH:23]=[CH:24][CH:25]=2)[C:15]2[C:10](=[CH:11][CH:12]=[CH:13][C:14]=2[Br:26])[C:9]=1[I:39])([CH3:4])([CH3:2])[CH3:3].